This data is from Full USPTO retrosynthesis dataset with 1.9M reactions from patents (1976-2016). The task is: Predict the reactants needed to synthesize the given product. (1) Given the product [CH:1]1([N:5]([CH2:20][CH2:21][CH2:22][C:23]2[C:31]3[C:26](=[CH:27][CH:28]=[C:29]([F:32])[CH:30]=3)[NH:25][CH:24]=2)[CH:6]2[CH2:15][C:14]3[C:13]([C:16]([NH:35][CH3:34])=[O:17])=[CH:12][CH:11]=[C:10]([F:19])[C:9]=3[O:8][CH2:7]2)[CH2:4][CH2:3][CH2:2]1, predict the reactants needed to synthesize it. The reactants are: [CH:1]1([N:5]([CH2:20][CH2:21][CH2:22][C:23]2[C:31]3[C:26](=[CH:27][CH:28]=[C:29]([F:32])[CH:30]=3)[NH:25][CH:24]=2)[CH:6]2[CH2:15][C:14]3[C:13]([C:16](O)=[O:17])=[CH:12][CH:11]=[C:10]([F:19])[C:9]=3[O:8][CH2:7]2)[CH2:4][CH2:3][CH2:2]1.Cl.[CH3:34][N:35](C)CCCN=C=NCC.O.ON1C2C=CC=CC=2N=N1.CN. (2) Given the product [F:1][C:2]1[CH:3]=[C:4]([CH:7]=[C:8]([O:11][CH3:12])[C:9]=1[O:10][CH2:20][CH2:21][C:22]([F:25])([F:24])[F:23])[CH:5]=[O:6], predict the reactants needed to synthesize it. The reactants are: [F:1][C:2]1[CH:3]=[C:4]([CH:7]=[C:8]([O:11][CH3:12])[C:9]=1[OH:10])[CH:5]=[O:6].C(=O)([O-])[O-].[K+].[K+].Br[CH2:20][CH2:21][C:22]([F:25])([F:24])[F:23]. (3) Given the product [Cl:1][C:2]1[CH:8]=[CH:7][C:5]([NH:6][C:31](=[O:32])[C:30]2[CH:34]=[CH:35][C:27]([CH2:26][N:21]3[CH2:25][CH2:24][CH2:23][CH2:22]3)=[CH:28][CH:29]=2)=[C:4]([N:9]2[CH2:14][CH2:13][N:12]([CH2:15][CH2:16][C:17]([F:19])([F:18])[F:20])[CH2:11][CH2:10]2)[CH:3]=1, predict the reactants needed to synthesize it. The reactants are: [Cl:1][C:2]1[CH:8]=[CH:7][C:5]([NH2:6])=[C:4]([N:9]2[CH2:14][CH2:13][N:12]([CH2:15][CH2:16][C:17]([F:20])([F:19])[F:18])[CH2:11][CH2:10]2)[CH:3]=1.[N:21]1([CH2:26][C:27]2[CH:35]=[CH:34][C:30]([C:31](O)=[O:32])=[CH:29][CH:28]=2)[CH2:25][CH2:24][CH2:23][CH2:22]1. (4) The reactants are: [C:1]([C:3]1[CH:4]=[C:5]([NH:9]C(NC2C=C3C(=CC=2)N(CCC)NC3=O)=O)[CH:6]=[CH:7][CH:8]=1)#[CH:2].C(N1C2C(=CC([N+]([O-])=O)=CC=2)C(=O)N1)C=C. Given the product [C:1]([C:3]1[CH:4]=[C:5]([CH:6]=[CH:7][CH:8]=1)[NH2:9])#[CH:2], predict the reactants needed to synthesize it. (5) The reactants are: N[C:2]1[CH:12]=[CH:11][C:10]2[CH:9]3[CH2:13][CH2:14][CH:5]([CH2:6][N:7]([C:15](=[O:20])[C:16]([F:19])([F:18])[F:17])[CH2:8]3)[C:4]=2[CH:3]=1.C1C=CN=CC=1.[FH:27].N([O-])=O.[Na+].C([O-])(O)=O.[Na+]. Given the product [F:27][C:2]1[CH:12]=[CH:11][C:10]2[CH:9]3[CH2:13][CH2:14][CH:5]([CH2:6][N:7]([C:15](=[O:20])[C:16]([F:19])([F:18])[F:17])[CH2:8]3)[C:4]=2[CH:3]=1, predict the reactants needed to synthesize it. (6) Given the product [C:1]([C:9]1[CH:14]=[C:13]([C:15](=[N:31][NH:32][C:33]([NH2:35])=[S:34])[C:16]2[CH:21]=[CH:20][CH:19]=[CH:18][CH:17]=2)[CH:12]=[C:11]([C:23](=[O:30])[C:24]2[CH:29]=[CH:28][CH:27]=[CH:26][CH:25]=2)[CH:10]=1)(=[O:8])[C:2]1[CH:7]=[CH:6][CH:5]=[CH:4][CH:3]=1, predict the reactants needed to synthesize it. The reactants are: [C:1]([C:9]1[CH:14]=[C:13]([C:15](=O)[C:16]2[CH:21]=[CH:20][CH:19]=[CH:18][CH:17]=2)[CH:12]=[C:11]([C:23](=[O:30])[C:24]2[CH:29]=[CH:28][CH:27]=[CH:26][CH:25]=2)[CH:10]=1)(=[O:8])[C:2]1[CH:7]=[CH:6][CH:5]=[CH:4][CH:3]=1.[NH2:31][NH:32][C:33]([NH2:35])=[S:34].C1(C)C=CC(S(O)(=O)=O)=CC=1. (7) The reactants are: [OH:1][CH:2]([CH2:6][O:7][C:8]1[CH:13]=[CH:12][C:11]([C:14](=[N:16][O:17][CH2:18][C:19]2[CH:24]=[CH:23][C:22]([C:25]([F:28])([F:27])[F:26])=[CH:21][CH:20]=2)[CH3:15])=[CH:10][CH:9]=1)[C:3]([NH2:5])=[O:4].[C:29](N1C=CN=C1)(N1C=CN=C1)=[O:30].O. Given the product [F:28][C:25]([F:26])([F:27])[C:22]1[CH:21]=[CH:20][C:19]([CH2:18][O:17][N:16]=[C:14]([C:11]2[CH:12]=[CH:13][C:8]([O:7][CH2:6][CH:2]3[O:1][C:29](=[O:30])[NH:5][C:3]3=[O:4])=[CH:9][CH:10]=2)[CH3:15])=[CH:24][CH:23]=1, predict the reactants needed to synthesize it. (8) The reactants are: [C:1]([C:3]1[CH:10]=[CH:9][C:6]([CH:7]=[O:8])=[CH:5][CH:4]=1)#[N:2].C[Si]([N-:15][Si](C)(C)C)(C)C.[Li+].[OH-].[Na+].[C:23](O[C:23]([O:25][C:26]([CH3:29])([CH3:28])[CH3:27])=[O:24])([O:25][C:26]([CH3:29])([CH3:28])[CH3:27])=[O:24]. Given the product [C:26]([O:25][C:23]([NH:2][C:1]([C:3]1[CH:10]=[CH:9][C:6]([CH:7]=[O:8])=[CH:5][CH:4]=1)=[NH:15])=[O:24])([CH3:29])([CH3:28])[CH3:27], predict the reactants needed to synthesize it. (9) Given the product [CH3:11][C:10]12[O:12][CH:7]([CH2:8][CH2:9]1)[CH2:13][C:14](=[CH2:17])[C:15]2=[CH2:16], predict the reactants needed to synthesize it. The reactants are: C(OCC)C.O[CH:7]([CH2:13][C:14]([CH2:17][Si](C)(C)C)=[C:15]=[CH2:16])[CH2:8][CH2:9][C:10](=[O:12])[CH3:11].FC(F)(F)S(O[Si](C)(C)C)(=O)=O.O. (10) Given the product [Cl:26][CH2:27][CH2:28][CH2:29][CH:10]([C:7]1[CH:6]=[CH:5][C:4]([O:3][C:2]([F:14])([F:15])[F:1])=[CH:9][CH:8]=1)[C:11]([OH:13])=[O:12], predict the reactants needed to synthesize it. The reactants are: [F:1][C:2]([F:15])([F:14])[O:3][C:4]1[CH:9]=[CH:8][C:7]([CH2:10][C:11]([OH:13])=[O:12])=[CH:6][CH:5]=1.C[Si]([N-][Si](C)(C)C)(C)C.[Na+].[Cl:26][CH2:27][CH2:28][CH2:29]I.